From a dataset of Reaction yield outcomes from USPTO patents with 853,638 reactions. Predict the reaction yield, written as a fraction of the theoretical maximum amount of product (1.0 means a 100% yield; for example, 0.34 means a 34% yield). (1) The reactants are [CH3:1][C:2]1[CH:7]=[CH:6][C:5]([S:8]([O:11][CH2:12][CH:13]2[CH2:17][C:16]3[CH:18]=[CH:19][CH:20]=[C:21](Br)[C:15]=3[O:14]2)(=[O:10])=[O:9])=[CH:4][CH:3]=1.[Cl:23][C:24]1[CH:29]=[C:28]([Cl:30])[CH:27]=[CH:26][C:25]=1B(O)O.C(=O)([O-])[O-].[K+].[K+].CC1C=CC(S(OCC2CC3C(C4C=CC=CC=4)=CC=CC=3O2)(=O)=O)=CC=1. The catalyst is CC1C=CC=CC=1[P](C1C=CC=CC=1C)([Pd](Cl)(Cl)[P](C1=C(C)C=CC=C1)(C1C=CC=CC=1C)C1C=CC=CC=1C)C1C=CC=CC=1C. The product is [CH3:1][C:2]1[CH:7]=[CH:6][C:5]([S:8]([O:11][CH2:12][CH:13]2[CH2:17][C:16]3[CH:18]=[CH:19][CH:20]=[C:21]([C:27]4[CH:26]=[CH:25][C:24]([Cl:23])=[CH:29][C:28]=4[Cl:30])[C:15]=3[O:14]2)(=[O:10])=[O:9])=[CH:4][CH:3]=1. The yield is 0.750. (2) The reactants are [BH4-].[Na+].[Cl:3][C:4]1[C:5]([O:29][C:30](=[O:34])[N:31]([CH3:33])[CH3:32])=[CH:6][C:7]2[O:12][C:11](=[O:13])[C:10]([CH2:14][C:15]3[CH:20]=[CH:19][CH:18]=[C:17]([N+:21]([O-:23])=[O:22])[CH:16]=3)=[C:9]([CH2:24][C:25](=[O:27])[CH3:26])[C:8]=2[CH:28]=1.O. The catalyst is C1COCC1. The product is [Cl:3][C:4]1[C:5]([O:29][C:30](=[O:34])[N:31]([CH3:33])[CH3:32])=[CH:6][C:7]2[O:12][C:11](=[O:13])[C:10]([CH2:14][C:15]3[CH:20]=[CH:19][CH:18]=[C:17]([N+:21]([O-:23])=[O:22])[CH:16]=3)=[C:9]([CH2:24][CH:25]([OH:27])[CH3:26])[C:8]=2[CH:28]=1. The yield is 0.930. (3) The reactants are [F:1][C:2]1[CH:3]=[C:4]([OH:9])[CH:5]=[CH:6][C:7]=1[F:8].F[C:11]1[CH:16]=[CH:15][C:14]([F:17])=[CH:13][C:12]=1[N+:18]([O-:20])=[O:19].[F:21][C:22]1[CH:23]=[C:24]([CH:34]=[CH:35][C:36]=1[F:37])[O:25][C:26]1[CH:32]=[CH:31][C:30]([F:33])=[CH:29][C:27]=1[NH2:28].[NH2:38][C:39]1[S:40][CH:41]=[CH:42][N:43]=1. No catalyst specified. The product is [F:1][C:2]1[CH:3]=[C:4]([CH:5]=[CH:6][C:7]=1[F:8])[O:9][C:11]1[CH:16]=[CH:15][C:14]([F:17])=[CH:13][C:12]=1[N+:18]([O-:20])=[O:19].[F:21][C:22]1[CH:23]=[C:24]([CH:34]=[CH:35][C:36]=1[F:37])[O:25][C:26]1[CH:32]=[CH:31][C:30]([F:33])=[CH:29][C:27]=1[NH:28][C:4]([NH:38][C:39]1[S:40][CH:41]=[CH:42][N:43]=1)=[O:9]. The yield is 0.780. (4) The product is [C:1]([C:5]1[CH:9]=[C:8]([CH2:10][CH2:11][C:12]([NH:35][S:32]([CH2:31][CH2:30][CH2:29][O:28][CH3:27])(=[O:34])=[O:33])=[O:13])[N:7]([CH2:15][C:16]2[CH:21]=[CH:20][C:19]([C:22]([F:25])([F:24])[F:23])=[CH:18][C:17]=2[Cl:26])[N:6]=1)([CH3:3])([CH3:4])[CH3:2]. The yield is 0.550. The catalyst is O1CCCC1. The reactants are [C:1]([C:5]1[CH:9]=[C:8]([CH2:10][CH2:11][C:12](O)=[O:13])[N:7]([CH2:15][C:16]2[CH:21]=[CH:20][C:19]([C:22]([F:25])([F:24])[F:23])=[CH:18][C:17]=2[Cl:26])[N:6]=1)([CH3:4])([CH3:3])[CH3:2].[CH3:27][O:28][CH2:29][CH2:30][CH2:31][S:32]([NH2:35])(=[O:34])=[O:33].N12CCCN=C1CCCCC2. (5) The reactants are [CH:1]1([N:4]2[CH2:9][CH2:8][N:7]3[N:10]=[C:11]([NH2:13])[CH:12]=[C:6]3[CH2:5]2)[CH2:3][CH2:2]1.CC1(C)C2C(=C(P(C3C=CC=CC=3)C3C=CC=CC=3)C=CC=2)OC2C(P(C3C=CC=CC=3)C3C=CC=CC=3)=CC=CC1=2.Br[C:57]1[C:58](=[O:65])[N:59]([CH3:64])[CH:60]=[C:61]([Br:63])[CH:62]=1.C([O-])([O-])=O.[Cs+].[Cs+]. The catalyst is O1CCOCC1.C1C=CC(/C=C/C(/C=C/C2C=CC=CC=2)=O)=CC=1.C1C=CC(/C=C/C(/C=C/C2C=CC=CC=2)=O)=CC=1.C1C=CC(/C=C/C(/C=C/C2C=CC=CC=2)=O)=CC=1.[Pd].[Pd]. The product is [Br:63][C:61]1[CH:62]=[C:57]([NH:13][C:11]2[CH:12]=[C:6]3[CH2:5][N:4]([CH:1]4[CH2:3][CH2:2]4)[CH2:9][CH2:8][N:7]3[N:10]=2)[C:58](=[O:65])[N:59]([CH3:64])[CH:60]=1. The yield is 0.300. (6) The reactants are [F:1][C:2]([F:13])([F:12])[CH2:3][CH:4]([CH2:7][C:8]([F:11])([F:10])[F:9])[CH:5]=O.[C:14]1(C)[C:15]([S@@:20]([NH2:22])=[O:21])=[CH:16][CH:17]=[CH:18][CH:19]=1.O.[CH3:25]COCC. The catalyst is [O-]CC.[Ti+4].[O-]CC.[O-]CC.[O-]CC. The product is [CH3:25][C:18]1[CH:19]=[CH:14][C:15]([S:20](/[N:22]=[CH:5]\[CH:4]([CH2:7][C:8]([F:11])([F:10])[F:9])[CH2:3][C:2]([F:13])([F:12])[F:1])=[O:21])=[CH:16][CH:17]=1. The yield is 0.412. (7) The reactants are [CH3:1][N:2](C(ON1N=NC2C=CC=NC1=2)=[N+](C)C)[CH3:3].F[P-](F)(F)(F)(F)F.[CH:25](N(CC)C(C)C)(C)C.[CH3:34][C:35]1[CH:40]=[CH:39][CH:38]=[C:37]([CH3:41])[C:36]=1[NH:42][C:43]([NH:45][C:46]1[C:47]([C:56](O)=[O:57])=[CH:48][C:49]2[C:54]([CH:55]=1)=[CH:53][CH:52]=[CH:51][CH:50]=2)=[O:44].Cl.CNCC(OC)=O.C(NC(C)C)(C)C.[C:74]([O-:77])(O)=[O:75].[Na+]. The catalyst is CN(C=O)C. The product is [CH3:34][C:35]1[CH:40]=[CH:39][CH:38]=[C:37]([CH3:41])[C:36]=1[NH:42][C:43]([NH:45][C:46]1[C:47]([C:56]([N:2]([CH3:3])[CH2:1][C:74]([O:77][CH3:25])=[O:75])=[O:57])=[CH:48][C:49]2[C:54]([CH:55]=1)=[CH:53][CH:52]=[CH:51][CH:50]=2)=[O:44]. The yield is 0.680. (8) The reactants are [N+:1]([C:4]1[CH:5]=[C:6]([CH:10]=[CH:11][CH:12]=1)[CH2:7][CH2:8][NH2:9])([O-:3])=[O:2].[C:13](Cl)(=[O:15])[CH3:14].O. The catalyst is N1C=CC=CC=1. The product is [C:13]([NH:9][CH2:8][CH2:7][C:6]1[CH:10]=[CH:11][CH:12]=[C:4]([N+:1]([O-:3])=[O:2])[CH:5]=1)(=[O:15])[CH3:14]. The yield is 0.910.